Dataset: Cav3 T-type calcium channel HTS with 100,875 compounds. Task: Binary Classification. Given a drug SMILES string, predict its activity (active/inactive) in a high-throughput screening assay against a specified biological target. (1) The molecule is Clc1cc(NC(=O)NCc2ncccc2)ccc1. The result is 0 (inactive). (2) The compound is Clc1ccc(c2c(/[nH][nH]c2)=C2/C(O)=CC(=O)C=C2)cc1. The result is 0 (inactive). (3) The drug is S(=O)(=O)(N1CCC(CC1)C(=O)NCC1OCCC1)c1c2nonc2ccc1. The result is 0 (inactive). (4) The molecule is Clc1c(C(OCCCN(CCC)CCC)=O)ccc(Cl)c1. The result is 0 (inactive).